This data is from Catalyst prediction with 721,799 reactions and 888 catalyst types from USPTO. The task is: Predict which catalyst facilitates the given reaction. (1) Reactant: Br[CH2:2][C:3]1[CH:8]=[C:7]([C:9]2[CH:14]=[CH:13][C:12]([C:15]([F:18])([F:17])[F:16])=[CH:11][CH:10]=2)[C:6]([C:19]([O:21][CH3:22])=[O:20])=[CH:5][CH:4]=1.[C:23]([O-:26])(=[O:25])[CH3:24].[K+].O. Product: [C:23]([O:26][CH2:2][C:3]1[CH:8]=[C:7]([C:9]2[CH:14]=[CH:13][C:12]([C:15]([F:18])([F:17])[F:16])=[CH:11][CH:10]=2)[C:6]([C:19]([O:21][CH3:22])=[O:20])=[CH:5][CH:4]=1)(=[O:25])[CH3:24]. The catalyst class is: 9. (2) Reactant: [Cl:1][C:2]1[CH:3]=[C:4]([C@@H:8]([C@@H:17]2[CH2:22][CH2:21][CH2:20][N:19]([C:23](=[O:36])[NH:24][CH2:25][C@@H:26]([NH:34][CH3:35])[CH2:27][C@H:28]3[CH2:33][CH2:32][CH2:31][O:30][CH2:29]3)[CH2:18]2)[O:9][CH2:10][CH2:11][NH:12][C:13](=[O:16])[O:14][CH3:15])[CH:5]=[CH:6][CH:7]=1.[C:37]([OH:42])(=[O:41])[C:38]([OH:40])=[O:39]. Product: [C:37]([OH:42])(=[O:41])[C:38]([OH:40])=[O:39].[Cl:1][C:2]1[CH:3]=[C:4]([C@@H:8]([C@@H:17]2[CH2:22][CH2:21][CH2:20][N:19]([C:23](=[O:36])[NH:24][CH2:25][C@@H:26]([NH:34][CH3:35])[CH2:27][C@H:28]3[CH2:33][CH2:32][CH2:31][O:30][CH2:29]3)[CH2:18]2)[O:9][CH2:10][CH2:11][NH:12][C:13](=[O:16])[O:14][CH3:15])[CH:5]=[CH:6][CH:7]=1. The catalyst class is: 21. (3) Reactant: Br[CH2:2][C:3]([O:5]C(C)(C)C)=[O:4].[F:10][C:11]1[CH:16]=[CH:15][C:14]([C:17]2[C:18](=[O:28])[C:19]([C:23]([O:25][CH2:26][CH3:27])=[O:24])=[CH:20][NH:21][CH:22]=2)=[CH:13][CH:12]=1.C(=O)([O-])[O-].[Cs+].[Cs+].C(OCC)(=O)C. Product: [CH2:26]([O:25][C:23]([C:19]1[C:18](=[O:28])[C:17]([C:14]2[CH:13]=[CH:12][C:11]([F:10])=[CH:16][CH:15]=2)=[CH:22][N:21]([CH2:2][C:3]([OH:5])=[O:4])[CH:20]=1)=[O:24])[CH3:27]. The catalyst class is: 3. (4) Reactant: [CH2:1]([O:3][C:4]([C:6]1[C:15](=[O:16])[C:14]2[C:9](=[C:10]([O:33][CH:34]([F:36])[F:35])[C:11]([C:17]3[CH:18]=[C:19]4[CH2:24][N:23]([CH2:25]C5C=CC=CC=5)[CH2:22][CH2:21][N:20]4[CH:32]=3)=[CH:12][CH:13]=2)[N:8]([CH:37]2[CH2:39][CH2:38]2)[CH:7]=1)=[O:5])[CH3:2].C(O)=O. Product: [CH2:1]([O:3][C:4]([C:6]1[C:15](=[O:16])[C:14]2[C:9](=[C:10]([O:33][CH:34]([F:35])[F:36])[C:11]([C:17]3[CH:18]=[C:19]4[CH2:24][N:23]([CH3:25])[CH2:22][CH2:21][N:20]4[CH:32]=3)=[CH:12][CH:13]=2)[N:8]([CH:37]2[CH2:38][CH2:39]2)[CH:7]=1)=[O:5])[CH3:2]. The catalyst class is: 19. (5) Reactant: [Na].Cl.[N:3]1[CH:8]=[CH:7][C:6]([CH2:9][C:10]#[N:11])=[CH:5][CH:4]=1.[F:12][C:13]1[CH:14]=[C:15]([CH:18]=[CH:19][CH:20]=1)[CH:16]=O. Product: [F:12][C:13]1[CH:14]=[C:15]([CH:16]=[C:9]([C:6]2[CH:7]=[CH:8][N:3]=[CH:4][CH:5]=2)[C:10]#[N:11])[CH:18]=[CH:19][CH:20]=1. The catalyst class is: 8. (6) Reactant: [ClH:1].C[N+:3]1(C2N=C(OC)N=C(OC)N=2)[CH2:8][CH2:7][O:6]CC1.[Cl-].[N+]([O-])([O-])=[O:21].[Na+:24].C(O)(C)C.[CH3:29][S:30]([CH3:32])=[O:31]. Product: [C:7]([OH:21])(=[O:6])[CH3:8].[NH3:3].[CH3:29][S:30]([CH3:32])=[O:31].[Na+:24].[Cl-:1]. The catalyst class is: 6. (7) Product: [Cl:10][C:4]1[CH:5]=[C:6]([NH:8][CH3:9])[N:7]=[C:2]([NH:11][C@@H:12]2[CH2:13][CH2:14][C@H:15]([C:18]([NH:20][CH2:21][C:22]3[CH:27]=[CH:26][CH:25]=[CH:24][C:23]=3[C:28]([F:29])([F:30])[F:31])=[O:19])[CH2:16][CH2:17]2)[N:3]=1. Reactant: Cl[C:2]1[N:7]=[C:6]([NH:8][CH3:9])[CH:5]=[C:4]([Cl:10])[N:3]=1.[NH2:11][C@@H:12]1[CH2:17][CH2:16][C@H:15]([C:18]([NH:20][CH2:21][C:22]2[CH:27]=[CH:26][CH:25]=[CH:24][C:23]=2[C:28]([F:31])([F:30])[F:29])=[O:19])[CH2:14][CH2:13]1.FC(F)(F)C([O-])=O.[OH-].[Na+]. The catalyst class is: 144. (8) Reactant: C(OC([N:8]1[CH2:12][CH2:11][C:10]2([CH2:17][CH2:16][N:15]([S:18]([CH3:21])(=[O:20])=[O:19])[CH2:14][CH2:13]2)[CH2:9]1)=O)(C)(C)C.[ClH:22]. Product: [ClH:22].[CH3:21][S:18]([N:15]1[CH2:14][CH2:13][C:10]2([CH2:9][NH:8][CH2:12][CH2:11]2)[CH2:17][CH2:16]1)(=[O:19])=[O:20]. The catalyst class is: 13. (9) Reactant: [NH2:1][C:2]1[C:7]2=[CH:8][C:9]3[C:10]4[C:15]([C:14](=[O:16])[N:13]([CH2:17][CH2:18][N:19]([CH3:21])[CH3:20])[C:12](=[O:22])[C:11]=4[CH:23]=[CH:24][CH:25]=3)=[C:6]2[CH:5]=[CH:4][CH:3]=1.C1(C)C=CC=CC=1.[OH:33][C:34]1[CH:41]=[CH:40][C:39]([OH:42])=[CH:38][C:35]=1[CH:36]=O. Product: [OH:33][C:34]1[CH:41]=[CH:40][C:39]([OH:42])=[CH:38][C:35]=1/[CH:36]=[N:1]\[C:2]1[C:7]2=[CH:8][C:9]3[C:10]4[C:15]([C:14](=[O:16])[N:13]([CH2:17][CH2:18][N:19]([CH3:20])[CH3:21])[C:12](=[O:22])[C:11]=4[CH:23]=[CH:24][CH:25]=3)=[C:6]2[CH:5]=[CH:4][CH:3]=1. The catalyst class is: 61.